This data is from Peptide-MHC class II binding affinity with 134,281 pairs from IEDB. The task is: Regression. Given a peptide amino acid sequence and an MHC pseudo amino acid sequence, predict their binding affinity value. This is MHC class II binding data. (1) The peptide sequence is YHFDLSGHAFGAMAK. The MHC is HLA-DPA10103-DPB10201 with pseudo-sequence HLA-DPA10103-DPB10201. The binding affinity (normalized) is 0.255. (2) The peptide sequence is EKKYFAAWQFEPLAA. The MHC is HLA-DQA10501-DQB10301 with pseudo-sequence HLA-DQA10501-DQB10301. The binding affinity (normalized) is 0.204.